The task is: Predict the product of the given reaction.. This data is from Forward reaction prediction with 1.9M reactions from USPTO patents (1976-2016). (1) The product is: [Br:8][C:9]1[S:10][C:11]([S:20]([CH2:1][CH3:2])(=[O:22])=[O:19])=[CH:12][CH:13]=1. Given the reactants [CH2:1]1COC[CH2:2]1.CO.[Br:8][C:9]1[S:10][C:11](SCC)=[CH:12][CH:13]=1.O.O[O:19][S:20]([O-:22])=O.[K+], predict the reaction product. (2) The product is: [Cl:19][C:17]1[CH:16]=[C:15]([Cl:20])[CH:14]=[C:13]2[C:18]=1[C:7]([OH:9])=[CH:6][C:5]([C:4]([OH:3])=[O:21])=[CH:12]2. Given the reactants C([O:3][C:4](=[O:21])/[C:5](=[CH:12]/[C:13]1[CH:18]=[C:17]([Cl:19])[CH:16]=[C:15]([Cl:20])[CH:14]=1)/[CH2:6][C:7]([O:9]CC)=O)C, predict the reaction product. (3) Given the reactants [CH3:1][C:2]1([CH3:29])[O:7][CH2:6][CH:5]([CH2:8][O:9][C:10]2[C:15]([CH3:16])=[CH:14][N:13]=[C:12]([CH2:17][S:18][C:19]3[NH:23][C:22]4[CH:24]=[CH:25][CH:26]=[CH:27][C:21]=4[N:20]=3)[C:11]=2[CH3:28])[CH2:4][O:3]1.C(N(CC)C(C)C)(C)C.[O-]O.C1(C(C)C)C=CC=CC=1.C(=O)([O-])[OH:51].[Na+].S([O-])([O-])(=O)=S.[Na+].[Na+], predict the reaction product. The product is: [CH3:1][C:2]1([CH3:29])[O:3][CH2:4][CH:5]([CH2:8][O:9][C:10]2[C:15]([CH3:16])=[CH:14][N:13]=[C:12]([CH2:17][S:18]([C:19]3[NH:20][C:21]4[CH:27]=[CH:26][CH:25]=[CH:24][C:22]=4[N:23]=3)=[O:51])[C:11]=2[CH3:28])[CH2:6][O:7]1. (4) Given the reactants [Br:1]Br.[NH2:3][C:4]1[S:5][C:6]([C:9](=[O:11])[CH3:10])=[CH:7][N:8]=1, predict the reaction product. The product is: [NH2:3][C:4]1[S:5][C:6]([C:9](=[O:11])[CH2:10][Br:1])=[CH:7][N:8]=1. (5) Given the reactants [C:1]([C:3]1[C:4]([C:16]2[CH:21]=[CH:20][C:19]([C:22]3[CH:27]=[CH:26][CH:25]=[CH:24][C:23]=3[C:28]#[N:29])=[CH:18][CH:17]=2)=[C:5]([C:11]([O:13]CC)=[O:12])[N:6]([CH3:10])[C:7]=1[CH2:8][CH3:9])#[N:2].C1COCC1.[Li+].[OH-].C, predict the reaction product. The product is: [C:1]([C:3]1[C:4]([C:16]2[CH:21]=[CH:20][C:19]([C:22]3[CH:27]=[CH:26][CH:25]=[CH:24][C:23]=3[C:28]#[N:29])=[CH:18][CH:17]=2)=[C:5]([C:11]([OH:13])=[O:12])[N:6]([CH3:10])[C:7]=1[CH2:8][CH3:9])#[N:2]. (6) Given the reactants [H-].[Al+3].[Li+].[H-].[H-].[H-].[F:7][C:8]([F:22])([CH2:12][C:13]1[CH:18]=[CH:17][C:16]([CH2:19][CH2:20][CH3:21])=[CH:15][CH:14]=1)[C:9]([O-])=[O:10].Cl.C(OCC)(=O)C, predict the reaction product. The product is: [F:7][C:8]([F:22])([CH2:12][C:13]1[CH:18]=[CH:17][C:16]([CH2:19][CH2:20][CH3:21])=[CH:15][CH:14]=1)[CH2:9][OH:10]. (7) Given the reactants [CH3:1][CH:2]([CH2:9][CH:10]=[CH2:11])[CH:3](O)[CH2:4][C:5](O)=O.C([O-])(=O)C.[K+].[H-].[Na+].COP([CH2:25][C:26]([O:28][C:29]([CH3:32])([CH3:31])[CH3:30])=[O:27])(OC)=O, predict the reaction product. The product is: [CH3:1][C:2]1[CH2:9][CH:10]2[CH:4]([CH:3]=1)[C:5](=[CH:25][C:26]([O:28][C:29]([CH3:32])([CH3:31])[CH3:30])=[O:27])[CH2:11]2.